This data is from Reaction yield outcomes from USPTO patents with 853,638 reactions. The task is: Predict the reaction yield, written as a fraction of the theoretical maximum amount of product (1.0 means a 100% yield; for example, 0.34 means a 34% yield). (1) The reactants are [N+:1]([C:4]1[CH:9]=[CH:8][C:7]([N:10]2[CH:14]=[CH:13][N:12]([C:15]3[CH:20]=[CH:19][C:18]([O:21][C:22]([F:25])([F:24])[F:23])=[CH:17][CH:16]=3)[C:11]2=[O:26])=[CH:6][CH:5]=1)([O-])=O. The catalyst is CCO.[Pd]. The product is [NH2:1][C:4]1[CH:9]=[CH:8][C:7]([N:10]2[CH2:14][CH2:13][N:12]([C:15]3[CH:16]=[CH:17][C:18]([O:21][C:22]([F:24])([F:25])[F:23])=[CH:19][CH:20]=3)[C:11]2=[O:26])=[CH:6][CH:5]=1. The yield is 0.950. (2) The reactants are [Cl:1][C:2]1[CH:3]=[C:4]([CH:24]([CH2:30][CH:31]([CH3:33])[CH3:32])[C:25]([O:27]CC)=[O:26])[CH:5]=[C:6]([C:14]2[CH:19]=[CH:18][C:17]([C:20]([F:23])([F:22])[F:21])=[CH:16][CH:15]=2)[C:7]=1[O:8][CH2:9][C:10]([F:13])([F:12])[F:11].O.[OH-].[Li+]. The catalyst is CO.C1COCC1.O. The product is [Cl:1][C:2]1[CH:3]=[C:4]([CH:24]([CH2:30][CH:31]([CH3:33])[CH3:32])[C:25]([OH:27])=[O:26])[CH:5]=[C:6]([C:14]2[CH:15]=[CH:16][C:17]([C:20]([F:21])([F:22])[F:23])=[CH:18][CH:19]=2)[C:7]=1[O:8][CH2:9][C:10]([F:12])([F:13])[F:11]. The yield is 0.880. (3) The reactants are [BH4-].[Li+].[I:3][C:4]1[C:12]2[CH:11]=[N:10][CH:9]=[N:8][C:7]=2[N:6]([C:13]([CH3:19])([CH3:18])[C:14](OC)=[O:15])[CH:5]=1.O. The catalyst is C(O)C. The product is [I:3][C:4]1[C:12]2[CH:11]=[N:10][CH:9]=[N:8][C:7]=2[N:6]([C:13]([CH3:19])([CH3:18])[CH2:14][OH:15])[CH:5]=1. The yield is 1.00. (4) The reactants are [CH3:1][C:2]1[N:6]([C:7]2[C:15]3[O:14][CH2:13][C@H:12]([N:16](C(=O)C(F)(F)F)[C:17]4[CH:30]=[CH:29][C:20]5[C@H:21]([CH2:24][C:25]([O:27]C)=[O:26])[CH2:22][O:23][C:19]=5[CH:18]=4)[C:11]=3[CH:10]=[CH:9][CH:8]=2)[C:5]2[CH:37]=[CH:38][CH:39]=[CH:40][C:4]=2[N:3]=1.[OH-].[Na+].Cl. The catalyst is O1CCCC1.CO.O. The product is [CH3:1][C:2]1[N:6]([C:7]2[C:15]3[O:14][CH2:13][C@H:12]([NH:16][C:17]4[CH:30]=[CH:29][C:20]5[C@H:21]([CH2:24][C:25]([OH:27])=[O:26])[CH2:22][O:23][C:19]=5[CH:18]=4)[C:11]=3[CH:10]=[CH:9][CH:8]=2)[C:5]2[CH:37]=[CH:38][CH:39]=[CH:40][C:4]=2[N:3]=1. The yield is 0.890. (5) The yield is 0.830. The product is [CH2:1]([CH:3]1[CH2:7][C:6]2([O:16][CH2:15][CH2:14][O:8]2)[CH2:5][CH:4]1[C:9]([O:11][CH2:12][CH3:13])=[O:10])[CH3:2]. The reactants are [CH2:1]([CH:3]1[CH2:7][C:6](=[O:8])[CH2:5][CH:4]1[C:9]([O:11][CH2:12][CH3:13])=[O:10])[CH3:2].[CH2:14](O)[CH2:15][OH:16].C(OC(OCC)OCC)C.O.C1(C)C=CC(S(O)(=O)=O)=CC=1. The catalyst is C(Cl)Cl.CCOC(C)=O. (6) The reactants are [CH2:1]([O:8][N:9]1[C:15](=[O:16])[N:14]2[CH2:17][C@H:10]1[CH2:11][CH2:12][C@H:13]2[C:18]([OH:20])=O)[C:2]1[CH:7]=[CH:6][CH:5]=[CH:4][CH:3]=1.[NH2:21][O:22][C@H:23]1[CH2:27][CH2:26][N:25]([C:28]([O:30][C:31]([CH3:34])([CH3:33])[CH3:32])=[O:29])[CH2:24]1.ON1C2C=CC=CC=2N=N1.Cl.C(N=C=NCCCN(C)C)C. The catalyst is C(Cl)Cl. The product is [CH2:1]([O:8][N:9]1[C:15](=[O:16])[N:14]2[CH2:17][C@H:10]1[CH2:11][CH2:12][C@H:13]2[C:18]([NH:21][O:22][C@H:23]1[CH2:27][CH2:26][N:25]([C:28]([O:30][C:31]([CH3:34])([CH3:33])[CH3:32])=[O:29])[CH2:24]1)=[O:20])[C:2]1[CH:3]=[CH:4][CH:5]=[CH:6][CH:7]=1. The yield is 0.880. (7) The reactants are [CH2:1]([N:3]([CH2:11][C:12]1[CH:13]=[N:14][CH:15]=[C:16]([C:19]2[CH:20]=[C:21]3[C:25](=[CH:26][CH:27]=2)[N:24]([CH:28]2[CH2:33][CH2:32][CH2:31][CH2:30][O:29]2)[N:23]=[C:22]3[C:34]2[NH:35][C:36]([C:39]([NH:41]CC3C=NC=CC=3)=[O:40])=[CH:37][N:38]=2)[C:17]=1[CH3:18])[C:4](=[O:10])[O:5][C:6]([CH3:9])([CH3:8])[CH3:7])[CH3:2].[C:49](OC(N(CC1C(C)=C(C2C=C3C(=CC=2)N(C2CCCCO2)N=C3C2NC(C(O)=O)=CN=2)C=NC=1)CC)=O)(C)([CH3:51])[CH3:50].C(N(C(C)C)CC)(C)C.C(N)(C)C.CN(C(ON1N=NC2C=CC=NC1=2)=[N+](C)C)C.F[P-](F)(F)(F)(F)F. The catalyst is C(Cl)Cl. The product is [CH2:1]([N:3]([CH2:11][C:12]1[CH:13]=[N:14][CH:15]=[C:16]([C:19]2[CH:20]=[C:21]3[C:25](=[CH:26][CH:27]=2)[N:24]([CH:28]2[CH2:33][CH2:32][CH2:31][CH2:30][O:29]2)[N:23]=[C:22]3[C:34]2[NH:35][C:36]([C:39]([NH:41][CH:49]([CH3:51])[CH3:50])=[O:40])=[CH:37][N:38]=2)[C:17]=1[CH3:18])[C:4](=[O:10])[O:5][C:6]([CH3:9])([CH3:8])[CH3:7])[CH3:2]. The yield is 0.490. (8) The reactants are [CH2:1]([O:8][C:9]1[CH:14]=[CH:13][CH:12]=[CH:11][C:10]=1[C:15](=O)[CH3:16])[C:2]1[CH:7]=[CH:6][CH:5]=[CH:4][CH:3]=1.C(O[NH:23][C@H:24]([CH:34]=O)[C:25](=C=O)[C:26]1[CH:31]=[CH:30][CH:29]=[CH:28][CH:27]=1)(C)(C)C.[C:36]([CH2:38][C:39]([O:41][C:42]([CH3:45])([CH3:44])[CH3:43])=[O:40])#[N:37].[C:46]([O-:49])(=[O:48])C.[NH4+:50]. The catalyst is COCCOC. The product is [NH2:37][C:36]1[NH:50][C:15]([C:10]2[CH:11]=[CH:12][CH:13]=[CH:14][C:9]=2[O:8][CH2:1][C:2]2[CH:7]=[CH:6][CH:5]=[CH:4][CH:3]=2)=[CH:16][CH:34]([CH:24]([NH:23][C:46]([O:49][C:2]([CH3:7])([CH3:3])[CH3:1])=[O:48])[CH2:25][C:26]2[CH:27]=[CH:28][CH:29]=[CH:30][CH:31]=2)[C:38]=1[C:39]([O:41][C:42]([CH3:45])([CH3:44])[CH3:43])=[O:40]. The yield is 0.160. (9) The reactants are [NH2:1][C:2]1[S:3][C:4]2[C:10]([C:11]3[CH:16]=[CH:15][CH:14]=[CH:13][CH:12]=3)=[CH:9][CH:8]=[C:7]([O:17][CH3:18])[C:5]=2[N:6]=1.[C:19]([N:27]=[C:28]=[S:29])(=[O:26])[C:20]1[CH:25]=[CH:24][CH:23]=[CH:22][CH:21]=1. The catalyst is O1CCOCC1. The yield is 0.550. The product is [C:19]([NH:27][C:28]([NH:1][C:2]1[S:3][C:4]2[C:10]([C:11]3[CH:16]=[CH:15][CH:14]=[CH:13][CH:12]=3)=[CH:9][CH:8]=[C:7]([O:17][CH3:18])[C:5]=2[N:6]=1)=[S:29])(=[O:26])[C:20]1[CH:25]=[CH:24][CH:23]=[CH:22][CH:21]=1.